Dataset: Catalyst prediction with 721,799 reactions and 888 catalyst types from USPTO. Task: Predict which catalyst facilitates the given reaction. (1) Reactant: [C:1]1([C:7]2[O:11][N:10]=[C:9]([C:12]([NH:14][CH2:15][C:16]([OH:18])=O)=[O:13])[CH:8]=2)[CH:6]=[CH:5][CH:4]=[CH:3][CH:2]=1.CCN(C(C)C)C(C)C.C1C=CC2N(O)N=NC=2C=1.CCN=C=NCCCN(C)C.Cl.FC(F)(F)C(O)=O.[Br:57][C:58]1[CH:70]=[CH:69][CH:68]=[CH:67][C:59]=1[O:60][CH:61]1[CH2:66][CH2:65][NH:64][CH2:63][CH2:62]1. The catalyst class is: 18. Product: [Br:57][C:58]1[CH:70]=[CH:69][CH:68]=[CH:67][C:59]=1[O:60][CH:61]1[CH2:66][CH2:65][N:64]([C:16](=[O:18])[CH2:15][NH:14][C:12]([C:9]2[CH:8]=[C:7]([C:1]3[CH:2]=[CH:3][CH:4]=[CH:5][CH:6]=3)[O:11][N:10]=2)=[O:13])[CH2:63][CH2:62]1. (2) Reactant: [ClH:1].[NH:2]1[CH2:5][CH2:4][CH2:3]1.[Cl:6][C:7]1[N:12]=[CH:11][C:10]([C:13]2[CH:14]=[C:15]([CH:30]=[CH:31][CH:32]=2)[CH2:16][N:17]([CH3:29])[C:18](=[O:28])[CH2:19][NH:20]C(=O)OC(C)(C)C)=[CH:9][N:8]=1.C([O-])([O-])=O.[K+].[K+]. Product: [ClH:6].[ClH:1].[N:2]1([C:7]2[N:8]=[CH:9][C:10]([C:13]3[CH:14]=[C:15]([CH:30]=[CH:31][CH:32]=3)[CH2:16][N:17]([CH3:29])[C:18](=[O:28])[CH2:19][NH2:20])=[CH:11][N:12]=2)[CH2:5][CH2:4][CH2:3]1. The catalyst class is: 3. (3) Reactant: Cl.[N:2]1([C:8]2[CH:9]=[C:10]([CH:14]3[N:18]([C:19]4[CH:24]=[CH:23][C:22]([F:25])=[CH:21][C:20]=4[F:26])[N:17]=[C:16]([C:27]([F:33])([F:32])[C:28]([F:31])([F:30])[F:29])[CH2:15]3)[CH:11]=[CH:12][CH:13]=2)[CH2:7][CH2:6][NH:5][CH2:4][CH2:3]1.C(N(CC)CC)C.[CH3:41][S:42](Cl)(=[O:44])=[O:43]. Product: [F:26][C:20]1[CH:21]=[C:22]([F:25])[CH:23]=[CH:24][C:19]=1[N:18]1[CH:14]([C:10]2[CH:11]=[CH:12][CH:13]=[C:8]([N:2]3[CH2:3][CH2:4][N:5]([S:42]([CH3:41])(=[O:44])=[O:43])[CH2:6][CH2:7]3)[CH:9]=2)[CH2:15][C:16]([C:27]([F:33])([F:32])[C:28]([F:29])([F:30])[F:31])=[N:17]1. The catalyst class is: 4. (4) Reactant: [C:1]([C:3]1[CH:4]=[C:5]([C:13]2[S:17][C:16]([C:18]3[CH:26]=[CH:25][CH:24]=[C:23]4[C:19]=3[CH2:20][CH2:21][C@@H:22]4[NH:27]C(=O)OC(C)(C)C)=[N:15][N:14]=2)[CH:6]=[CH:7][C:8]=1[O:9][CH:10]([CH3:12])[CH3:11])#[N:2].[ClH:35]. Product: [ClH:35].[NH2:27][C@@H:22]1[C:23]2[C:19](=[C:18]([C:16]3[S:17][C:13]([C:5]4[CH:6]=[CH:7][C:8]([O:9][CH:10]([CH3:12])[CH3:11])=[C:3]([CH:4]=4)[C:1]#[N:2])=[N:14][N:15]=3)[CH:26]=[CH:25][CH:24]=2)[CH2:20][CH2:21]1. The catalyst class is: 472. (5) Reactant: C(C[C:4]1[S:5][CH:6]=[C:7]([C:9]2[CH:14]=[CH:13][C:12]([S:15]([NH:18][CH2:19][CH2:20][CH:21]([CH3:23])[CH3:22])(=[O:17])=[O:16])=[CH:11][CH:10]=2)[N:8]=1)#N.[OH-].[Na+].[C:26]([OH:29])(=[O:28])[CH3:27]. Product: [CH2:19]([NH:18][S:15]([C:12]1[CH:13]=[CH:14][C:9]([C:7]2[N:8]=[C:4]([CH2:27][C:26]([OH:29])=[O:28])[S:5][CH:6]=2)=[CH:10][CH:11]=1)(=[O:17])=[O:16])[CH2:20][CH:21]([CH3:23])[CH3:22]. The catalyst class is: 6. (6) Reactant: [CH2:1]([C:5]1[CH:10]=[CH:9][C:8]([C:11]#[C:12][C:13]2[CH:40]=[CH:39][C:16]([CH2:17][N:18]([CH2:30][CH:31]3[CH2:33][CH:32]3[C:34]([O:36]CC)=[O:35])[C:19]3[CH:20]=[CH:21][C:22]([F:29])=[C:23]([CH:28]=3)[C:24]([O:26]C)=[O:25])=[CH:15][CH:14]=2)=[CH:7][CH:6]=1)[CH2:2][CH2:3][CH3:4].O.[OH-].[Li+].O.Cl. Product: [CH2:1]([C:5]1[CH:10]=[CH:9][C:8]([C:11]#[C:12][C:13]2[CH:40]=[CH:39][C:16]([CH2:17][N:18]([CH2:30][CH:31]3[CH2:33][CH:32]3[C:34]([OH:36])=[O:35])[C:19]3[CH:20]=[CH:21][C:22]([F:29])=[C:23]([CH:28]=3)[C:24]([OH:26])=[O:25])=[CH:15][CH:14]=2)=[CH:7][CH:6]=1)[CH2:2][CH2:3][CH3:4]. The catalyst class is: 1.